This data is from Peptide-MHC class I binding affinity with 185,985 pairs from IEDB/IMGT. The task is: Regression. Given a peptide amino acid sequence and an MHC pseudo amino acid sequence, predict their binding affinity value. This is MHC class I binding data. (1) The peptide sequence is WGDLWETLRR. The MHC is Mamu-B8301 with pseudo-sequence Mamu-B8301. The binding affinity (normalized) is 0.792. (2) The peptide sequence is FLWWNAAPA. The MHC is HLA-A02:11 with pseudo-sequence HLA-A02:11. The binding affinity (normalized) is 1.00. (3) The binding affinity (normalized) is 0.0930. The MHC is HLA-A33:01 with pseudo-sequence HLA-A33:01. The peptide sequence is GNGCFEFYH. (4) The peptide sequence is VPVWKEATTTL. The MHC is HLA-B18:01 with pseudo-sequence HLA-B18:01. The binding affinity (normalized) is 0.0167. (5) The MHC is HLA-A31:01 with pseudo-sequence HLA-A31:01. The binding affinity (normalized) is 0. The peptide sequence is VSYEVFDDY. (6) The peptide sequence is EYKKSLYKF. The MHC is HLA-B57:01 with pseudo-sequence HLA-B57:01. The binding affinity (normalized) is 0.0847.